Task: Predict the reaction yield, written as a fraction of the theoretical maximum amount of product (1.0 means a 100% yield; for example, 0.34 means a 34% yield).. Dataset: Reaction yield outcomes from USPTO patents with 853,638 reactions The reactants are [CH2:1]([O:3][C:4]1[CH:5]=[C:6]([CH:9]=[CH:10][C:11]=1[OH:12])[CH:7]=[O:8])[CH3:2].Cl.Cl[CH2:15][C:16]1[CH:17]=[CH:18][C:19]([O:22][CH3:23])=[N:20][CH:21]=1.C(=O)([O-])[O-].[K+].[K+]. The catalyst is C(#N)C.O. The product is [CH2:1]([O:3][C:4]1[CH:5]=[C:6]([CH:9]=[CH:10][C:11]=1[O:12][CH2:15][C:16]1[CH:21]=[N:20][C:19]([O:22][CH3:23])=[CH:18][CH:17]=1)[CH:7]=[O:8])[CH3:2]. The yield is 0.720.